This data is from Catalyst prediction with 721,799 reactions and 888 catalyst types from USPTO. The task is: Predict which catalyst facilitates the given reaction. (1) Reactant: [Cl:1][C:2]1[CH:3]=[C:4]([NH:15][C:16]2[C:25]3[C:20](=[CH:21][C:22](F)=[C:23]([O:26][CH3:27])[CH:24]=3)[N:19]=[CH:18][C:17]=2[C:29]#[N:30])[CH:5]=[CH:6][C:7]=1[S:8][C:9]1[N:10]([CH3:14])[CH:11]=[CH:12][N:13]=1.[CH3:31][N:32]1[CH2:37][CH2:36][N:35]([CH:38]2[CH2:43][CH2:42][NH:41][CH2:40][CH2:39]2)[CH2:34][CH2:33]1. Product: [Cl:1][C:2]1[CH:3]=[C:4]([NH:15][C:16]2[C:25]3[C:20](=[CH:21][C:22]([N:41]4[CH2:40][CH2:39][CH:38]([N:35]5[CH2:34][CH2:33][N:32]([CH3:31])[CH2:37][CH2:36]5)[CH2:43][CH2:42]4)=[C:23]([O:26][CH3:27])[CH:24]=3)[N:19]=[CH:18][C:17]=2[C:29]#[N:30])[CH:5]=[CH:6][C:7]=1[S:8][C:9]1[N:10]([CH3:14])[CH:11]=[CH:12][N:13]=1. The catalyst class is: 60. (2) Reactant: C(N(CC)CC)C.Cl.[NH2:9][C@H:10]1[C:18]2[C:13](=[CH:14][C:15]([F:23])=[C:16]([C:19]([O:21][CH3:22])=[O:20])[CH:17]=2)[CH2:12][CH2:11]1.[Cl:24][C:25]1[CH:33]=[CH:32][CH:31]=[CH:30][C:26]=1[C:27](Cl)=[O:28]. Product: [Cl:24][C:25]1[CH:33]=[CH:32][CH:31]=[CH:30][C:26]=1[C:27]([NH:9][C@H:10]1[C:18]2[C:13](=[CH:14][C:15]([F:23])=[C:16]([C:19]([O:21][CH3:22])=[O:20])[CH:17]=2)[CH2:12][CH2:11]1)=[O:28]. The catalyst class is: 2. (3) Reactant: [Cl:1][C:2]1[CH:14]=[CH:13][CH:12]=[CH:11][C:3]=1[CH2:4][C:5]1[S:9][C:8]([NH2:10])=[N:7][CH:6]=1.[CH3:15][O:16][C:17]1[CH:22]=[CH:21][C:20]([C:23]2([C:28](O)=[O:29])[CH2:27][CH2:26][CH2:25][CH2:24]2)=[CH:19][CH:18]=1.C(N(CC)CC)C. Product: [Cl:1][C:2]1[CH:14]=[CH:13][CH:12]=[CH:11][C:3]=1[CH2:4][C:5]1[S:9][C:8]([NH:10][C:28]([C:23]2([C:20]3[CH:19]=[CH:18][C:17]([O:16][CH3:15])=[CH:22][CH:21]=3)[CH2:24][CH2:25][CH2:26][CH2:27]2)=[O:29])=[N:7][CH:6]=1. The catalyst class is: 9. (4) Reactant: [C:1]([CH2:4][C@@H:5]([CH2:11][CH:12]([CH3:14])[CH3:13])[CH2:6][C:7]([O:9]C)=[O:8])(=[O:3])[NH2:2]. Product: [C:1]([CH2:4][C@@H:5]([CH2:11][CH:12]([CH3:14])[CH3:13])[CH2:6][C:7]([OH:9])=[O:8])(=[O:3])[NH2:2]. The catalyst class is: 33.